This data is from Reaction yield outcomes from USPTO patents with 853,638 reactions. The task is: Predict the reaction yield, written as a fraction of the theoretical maximum amount of product (1.0 means a 100% yield; for example, 0.34 means a 34% yield). (1) The reactants are [Cl:1][C:2]1[CH:10]=[CH:9][C:5]([C:6]([NH2:8])=O)=[C:4]([O:11][CH:12]2[CH2:16][CH2:15][CH2:14][CH2:13]2)[N:3]=1.N1C=CC=CC=1.P(Cl)(Cl)(Cl)=O. The catalyst is C(#N)C. The product is [Cl:1][C:2]1[CH:10]=[CH:9][C:5]([C:6]#[N:8])=[C:4]([O:11][CH:12]2[CH2:13][CH2:14][CH2:15][CH2:16]2)[N:3]=1. The yield is 0.940. (2) The reactants are Cl[C:2]1[CH:7]=[C:6]([CH2:8][O:9][CH3:10])[N:5]=[CH:4][N:3]=1.[OH-].[NH4+:12]. No catalyst specified. The product is [CH3:10][O:9][CH2:8][C:6]1[N:5]=[CH:4][N:3]=[C:2]([NH2:12])[CH:7]=1. The yield is 0.480. (3) The reactants are O=P(Cl)(Cl)Cl.[CH2:6]([O:8][C:9]([C:11]1[C:15]([CH3:16])=[CH:14][NH:13][CH:12]=1)=[O:10])[CH3:7].[OH-].[Na+].CN([CH:22]=[O:23])C. The catalyst is O. The product is [CH2:6]([O:8][C:9]([C:11]1[C:15]([CH3:16])=[C:14]([CH:22]=[O:23])[NH:13][CH:12]=1)=[O:10])[CH3:7]. The yield is 0.460. (4) The reactants are Br[C:2]1[C:10]2[CH:9]([CH2:11][N+:12]([O-:14])=[O:13])[O:8][B:7]([OH:15])[C:6]=2[C:5]([O:16][CH2:17][CH3:18])=[CH:4][CH:3]=1.[CH3:19][Sn](C)(C)C. The catalyst is CN(C=O)C.C1C=CC([P]([Pd]([P](C2C=CC=CC=2)(C2C=CC=CC=2)C2C=CC=CC=2)([P](C2C=CC=CC=2)(C2C=CC=CC=2)C2C=CC=CC=2)[P](C2C=CC=CC=2)(C2C=CC=CC=2)C2C=CC=CC=2)(C2C=CC=CC=2)C2C=CC=CC=2)=CC=1. The product is [CH2:17]([O:16][C:5]1[C:6]2[B:7]([OH:15])[O:8][CH:9]([CH2:11][N+:12]([O-:14])=[O:13])[C:10]=2[C:2]([CH3:19])=[CH:3][CH:4]=1)[CH3:18]. The yield is 0.453. (5) The product is [NH2:18][C:15]1[CH:16]=[C:17]2[C:12]([C:11]([CH3:22])([CH3:21])[CH2:10][CH2:9][N:8]2[C:6]([O:5][C:1]([CH3:4])([CH3:3])[CH3:2])=[O:7])=[CH:13][CH:14]=1. The yield is 0.950. The catalyst is CO.[Pd]. The reactants are [C:1]([O:5][C:6]([N:8]1[C:17]2[C:12](=[CH:13][CH:14]=[C:15]([N+:18]([O-])=O)[CH:16]=2)[C:11]([CH3:22])([CH3:21])[CH2:10][CH2:9]1)=[O:7])([CH3:4])([CH3:3])[CH3:2].